This data is from Full USPTO retrosynthesis dataset with 1.9M reactions from patents (1976-2016). The task is: Predict the reactants needed to synthesize the given product. (1) Given the product [Cl:1][C:2]1[N:3]=[C:4]([CH2:10][C:11]([N:13]2[C:21]3[C:16](=[CH:17][CH:18]=[CH:19][CH:20]=3)[C:15]([CH3:22])([CH3:23])[CH2:14]2)=[O:12])[NH:5][C:6](=[O:8])[CH:7]=1, predict the reactants needed to synthesize it. The reactants are: [Cl:1][C:2]1[CH:7]=[C:6]([O:8]C)[N:5]=[C:4]([CH2:10][C:11]([N:13]2[C:21]3[C:16](=[CH:17][CH:18]=[CH:19][CH:20]=3)[C:15]([CH3:23])([CH3:22])[CH2:14]2)=[O:12])[N:3]=1.C(#N)C.[I-].[K+].C[Si](C)(C)Cl. (2) Given the product [N:1]1[CH:2]=[CH:3][N:4]2[C:9]=1[CH:8]=[CH:7][C:6]([CH2:10][OH:11])=[N:5]2, predict the reactants needed to synthesize it. The reactants are: [N:1]1[CH:2]=[CH:3][N:4]2[C:9]=1[CH:8]=[CH:7][C:6]([C:10]([O-])=[O:11])=[N:5]2.C1COCC1.[BH4-].[Na+]. (3) The reactants are: [O:1]([C:8]1[CH:13]=[CH:12][C:11]([C:14]2[C:22]3[C:17](=[N:18][CH:19]=[N:20][C:21]=3[NH2:23])[NH:16][N:15]=2)=[CH:10][CH:9]=1)[C:2]1[CH:7]=[CH:6][CH:5]=[CH:4][CH:3]=1.O[CH:25]1[CH2:28][C:27]2([CH2:33][CH2:32][N:31]([C:34]([O:36][C:37]([CH3:40])([CH3:39])[CH3:38])=[O:35])[CH2:30][CH2:29]2)[CH2:26]1.C1C=CC(P(C2C=CC=CC=2)C2C=CC=CC=2)=CC=1.CC(OC(/N=N/C(OC(C)C)=O)=O)C. Given the product [NH2:23][C:21]1[N:20]=[CH:19][N:18]=[C:17]2[N:16]([CH:25]3[CH2:26][C:27]4([CH2:29][CH2:30][N:31]([C:34]([O:36][C:37]([CH3:40])([CH3:39])[CH3:38])=[O:35])[CH2:32][CH2:33]4)[CH2:28]3)[N:15]=[C:14]([C:11]3[CH:12]=[CH:13][C:8]([O:1][C:2]4[CH:7]=[CH:6][CH:5]=[CH:4][CH:3]=4)=[CH:9][CH:10]=3)[C:22]=12, predict the reactants needed to synthesize it. (4) The reactants are: [Li][CH2:2][CH2:3][CH2:4][CH3:5].C(O[B:10]1[O:14][C:13]([CH3:16])([CH3:15])[C:12]([CH3:18])([CH3:17])[O:11]1)(C)C.[C-:19]#[C-].[Li+].[Li+].Cl. Given the product [CH3:16][C:13]1([CH3:15])[C:12]([CH3:17])([CH3:18])[O:11][B:10]([C:5]#[C:4][CH2:3][CH2:2][CH3:19])[O:14]1, predict the reactants needed to synthesize it.